This data is from Full USPTO retrosynthesis dataset with 1.9M reactions from patents (1976-2016). The task is: Predict the reactants needed to synthesize the given product. (1) Given the product [CH2:6]([O:5][C:1](=[O:4])[CH2:2][S:3][C:16]1[C:21]([C:22]#[N:23])=[C:20]([NH:24][C:25]2[CH:26]=[C:27]3[C:31](=[CH:32][CH:33]=2)[N:30]([CH2:34][C:35]2[CH:40]=[CH:39][CH:38]=[C:37]([F:41])[CH:36]=2)[N:29]=[CH:28]3)[N:19]=[CH:18][N:17]=1)[CH3:7], predict the reactants needed to synthesize it. The reactants are: [C:1]([O:5][CH2:6][CH3:7])(=[O:4])[CH2:2][SH:3].C(N(CC)CC)C.Cl[C:16]1[C:21]([C:22]#[N:23])=[C:20]([NH:24][C:25]2[CH:26]=[C:27]3[C:31](=[CH:32][CH:33]=2)[N:30]([CH2:34][C:35]2[CH:40]=[CH:39][CH:38]=[C:37]([F:41])[CH:36]=2)[N:29]=[CH:28]3)[N:19]=[CH:18][N:17]=1. (2) Given the product [CH2:1]([O:3][C:4](=[O:17])[CH2:5][N:6]([CH2:7][CH2:8][NH:9][C:10]([O:12][C:13]([CH3:16])([CH3:15])[CH3:14])=[O:11])[C:28](=[O:29])[CH2:27][N:18]1[CH:26]=[C:24]([CH3:25])[C:22](=[O:23])[NH:21][C:19]1=[O:20])[CH3:2], predict the reactants needed to synthesize it. The reactants are: [CH2:1]([O:3][C:4](=[O:17])[CH2:5][NH:6][CH2:7][CH2:8][NH:9][C:10]([O:12][C:13]([CH3:16])([CH3:15])[CH3:14])=[O:11])[CH3:2].[N:18]1([CH2:27][C:28](O)=[O:29])[CH:26]=[C:24]([CH3:25])[C:22](=[O:23])[NH:21][C:19]1=[O:20].C(Cl)Cl.C1CCC(N=C=NC2CCCCC2)CC1. (3) Given the product [CH3:17][CH:18]1[CH2:23][CH2:22][CH2:21][CH2:20][N:19]1[C:2]1[C:3](=[O:16])[NH:4][C:5]2[C:10]([N:11]=1)=[CH:9][C:8]([C:12]([O:14][CH3:15])=[O:13])=[CH:7][CH:6]=2, predict the reactants needed to synthesize it. The reactants are: Cl[C:2]1[C:3](=[O:16])[NH:4][C:5]2[C:10]([N:11]=1)=[CH:9][C:8]([C:12]([O:14][CH3:15])=[O:13])=[CH:7][CH:6]=2.[CH3:17][CH:18]1[CH2:23][CH2:22][CH2:21][CH2:20][NH:19]1.CCN(C(C)C)C(C)C. (4) Given the product [CH3:23][C:18]1[CH:19]=[C:20]([CH3:22])[N:21]=[C:16]([N:12]2[CH2:13][CH:14]3[CH:10]([CH2:9][NH:8][CH2:15]3)[CH2:11]2)[N:17]=1.[CH3:25][C:24]([OH:27])=[O:26], predict the reactants needed to synthesize it. The reactants are: C([N:8]1[CH2:15][CH:14]2[CH:10]([CH2:11][N:12]([C:16]3[N:21]=[C:20]([CH3:22])[CH:19]=[C:18]([CH3:23])[N:17]=3)[CH2:13]2)[CH2:9]1)C1C=CC=CC=1.[C:24]([OH:27])(=[O:26])[CH3:25]. (5) Given the product [CH2:12]([O:19][C:20]1[CH:25]=[CH:24][C:23]([C@@H:26]2[CH2:31][CH2:30][N:29]([C:32]([O:34][C:35]([CH3:38])([CH3:37])[CH3:36])=[O:33])[CH2:28][C@H:27]2[OH:9])=[CH:22][CH:21]=1)[C:13]1[CH:14]=[CH:15][CH:16]=[CH:17][CH:18]=1, predict the reactants needed to synthesize it. The reactants are: [BH4-].[Na+].B(F)(F)F.CC[O:9]CC.[CH2:12]([O:19][C:20]1[CH:25]=[CH:24][C:23]([C:26]2[CH2:31][CH2:30][N:29]([C:32]([O:34][C:35]([CH3:38])([CH3:37])[CH3:36])=[O:33])[CH2:28][CH:27]=2)=[CH:22][CH:21]=1)[C:13]1[CH:18]=[CH:17][CH:16]=[CH:15][CH:14]=1.[OH-].[Na+].OO. (6) The reactants are: C1(C(C2C=CC=CC=2)CNC(=O)[C@H](NS(C2C=CC=CC=2[N+]([O-])=O)(=O)=O)CC2C=CC=CC=2)C=CC=CC=1.C(N1C=C(CCO)N=C1)(C1C=CC=CC=1)(C1C=CC=CC=1)C1C=CC=CC=1.C1(P(C2C=CC=CC=2)C2C=CC=CC=2)C=CC=CC=1.[N:85]([C:94]([O:96][C:97]([CH3:100])([CH3:99])[CH3:98])=[O:95])=[N:86][C:87]([O:89][C:90]([CH3:93])([CH3:92])[CH3:91])=[O:88]. Given the product [NH:85]([C:94]([O:96][C:97]([CH3:100])([CH3:99])[CH3:98])=[O:95])[NH:86][C:87]([O:89][C:90]([CH3:91])([CH3:92])[CH3:93])=[O:88], predict the reactants needed to synthesize it. (7) Given the product [F:2][C:3]1[CH:8]=[C:7]([F:9])[CH:6]=[CH:5][C:4]=1[N:10]1[C:45]([NH2:46])=[CH:44][CH:47]=[N:11]1, predict the reactants needed to synthesize it. The reactants are: Cl.[F:2][C:3]1[CH:8]=[C:7]([F:9])[CH:6]=[CH:5][C:4]=1[NH:10][NH2:11].CCN(CC)CC.C(N(CC(O)=O)CC(O)=O)CN(CC([O-])=O)CC([O-])=O.O.O.[Na+].[Na+].Cl[C:44](=[CH2:47])[C:45]#[N:46].S(=O)(=O)(O)O.